Dataset: NCI-60 drug combinations with 297,098 pairs across 59 cell lines. Task: Regression. Given two drug SMILES strings and cell line genomic features, predict the synergy score measuring deviation from expected non-interaction effect. Synergy scores: CSS=46.4, Synergy_ZIP=-7.50, Synergy_Bliss=-6.40, Synergy_Loewe=-5.22, Synergy_HSA=-3.04. Drug 2: C1=NC2=C(N=C(N=C2N1C3C(C(C(O3)CO)O)F)Cl)N. Cell line: NCI-H460. Drug 1: CC1OCC2C(O1)C(C(C(O2)OC3C4COC(=O)C4C(C5=CC6=C(C=C35)OCO6)C7=CC(=C(C(=C7)OC)O)OC)O)O.